This data is from Reaction yield outcomes from USPTO patents with 853,638 reactions. The task is: Predict the reaction yield, written as a fraction of the theoretical maximum amount of product (1.0 means a 100% yield; for example, 0.34 means a 34% yield). (1) The reactants are [CH3:1][O:2][C:3]([C:5]1[C:6]2[CH:7]=[CH:8][CH:9]=[N:10][C:11]=2[C:12]([O:27]C(C2C=CC=CC=2)C2C=CC=CC=2)=[C:13]2[C:17](=[O:18])[N:16]([CH2:19][C:20]3[CH:25]=[CH:24][C:23]([F:26])=[CH:22][CH:21]=3)[CH2:15][C:14]=12)=[O:4].C(O)(C(F)(F)F)=O.C([SiH](CC)CC)C. The catalyst is ClCCl. The product is [CH3:1][O:2][C:3]([C:5]1[C:6]2[CH:7]=[CH:8][CH:9]=[N:10][C:11]=2[C:12]([OH:27])=[C:13]2[C:17](=[O:18])[N:16]([CH2:19][C:20]3[CH:21]=[CH:22][C:23]([F:26])=[CH:24][CH:25]=3)[CH2:15][C:14]=12)=[O:4]. The yield is 1.00. (2) The reactants are Br[CH2:2][C:3]1[CH:8]=[CH:7][CH:6]=[CH:5][CH:4]=1.[Br:9][C:10]1[CH:11]=[C:12]([OH:16])[CH:13]=[CH:14][CH:15]=1.C(=O)([O-])[O-].[K+].[K+]. The catalyst is CC(C)=O. The product is [CH2:2]([O:16][C:12]1[CH:13]=[CH:14][CH:15]=[C:10]([Br:9])[CH:11]=1)[C:3]1[CH:8]=[CH:7][CH:6]=[CH:5][CH:4]=1. The yield is 0.670. (3) The product is [Br:11][C:3]1[CH:4]=[C:5]([C:9]#[N:10])[C:6](=[O:8])[NH:7][C:2]=1[CH3:1]. The reactants are [CH3:1][C:2]1[NH:7][C:6](=[O:8])[C:5]([C:9]#[N:10])=[CH:4][CH:3]=1.[Br:11]N1C(=O)CCC1=O. The yield is 0.880. The catalyst is ClCCCl. (4) The reactants are [NH2:1][C:2]1[CH:3]=[C:4]([CH:8]=[CH:9][CH:10]=1)[C:5]([OH:7])=[O:6].[H][H]. The catalyst is C(O)C.[Pd]. The product is [NH2:1][CH:2]1[CH2:10][CH2:9][CH2:8][CH:4]([C:5]([OH:7])=[O:6])[CH2:3]1. The yield is 0.570. (5) The reactants are [F:1][C:2]1[CH:7]=[CH:6][CH:5]=[C:4]([F:8])[C:3]=1[O:9][C:10]1[CH:15]=[CH:14][C:13](I)=[CH:12][CH:11]=1.[CH3:17][C:18]1([CH3:34])[C:22]([CH3:24])([CH3:23])[O:21][B:20]([B:20]2[O:21][C:22]([CH3:24])([CH3:23])[C:18]([CH3:34])([CH3:17])[O:19]2)[O:19]1.C([O-])(=O)C.[K+]. The catalyst is CN(C)C=O.CC([O-])=O.CC([O-])=O.[Pd+2]. The product is [F:1][C:2]1[CH:7]=[CH:6][CH:5]=[C:4]([F:8])[C:3]=1[O:9][C:10]1[CH:15]=[CH:14][C:13]([B:20]2[O:21][C:22]([CH3:24])([CH3:23])[C:18]([CH3:34])([CH3:17])[O:19]2)=[CH:12][CH:11]=1. The yield is 0.750. (6) The reactants are [Cl:1][C:2]1[CH:7]=[C:6]([O:8][C:9]2[C:15]([F:16])=[CH:14][C:12]([NH2:13])=[C:11]([F:17])[CH:10]=2)[CH:5]=[CH:4][N:3]=1.C(N(CC)CC)C.[CH2:25]([O:27][C:28]1[CH:33]=[CH:32][N:31]([C:34]2[CH:39]=[CH:38][C:37]([F:40])=[CH:36][CH:35]=2)[C:30](=[O:41])[C:29]=1[C:42](Cl)=[O:43])[CH3:26]. The catalyst is C1COCC1. The product is [Cl:1][C:2]1[CH:7]=[C:6]([O:8][C:9]2[C:15]([F:16])=[CH:14][C:12]([NH:13][C:42]([C:29]3[C:30](=[O:41])[N:31]([C:34]4[CH:35]=[CH:36][C:37]([F:40])=[CH:38][CH:39]=4)[CH:32]=[CH:33][C:28]=3[O:27][CH2:25][CH3:26])=[O:43])=[C:11]([F:17])[CH:10]=2)[CH:5]=[CH:4][N:3]=1. The yield is 0.870.